This data is from Full USPTO retrosynthesis dataset with 1.9M reactions from patents (1976-2016). The task is: Predict the reactants needed to synthesize the given product. (1) Given the product [CH:1]1([NH:7][C:8]([C:10]2[N:11]([C:16]3[CH:17]=[CH:18][C:19]([O:22][CH:23]4[CH2:24][CH2:25][N:26]([CH:29]5[CH2:33][CH2:32][CH2:31][CH2:30]5)[CH2:27][CH2:28]4)=[CH:20][CH:21]=3)[N:12]=[C:13]([CH3:15])[CH:14]=2)=[O:9])[CH2:2][CH2:3][CH2:4][CH2:5][CH2:6]1, predict the reactants needed to synthesize it. The reactants are: [CH:1]1([NH:7][C:8]([C:10]2[N:11]([C:16]3[CH:21]=[CH:20][C:19]([O:22][CH:23]4[CH2:28][CH2:27][NH:26][CH2:25][CH2:24]4)=[CH:18][CH:17]=3)[N:12]=[C:13]([CH3:15])[CH:14]=2)=[O:9])[CH2:6][CH2:5][CH2:4][CH2:3][CH2:2]1.[C:29]1(=O)[CH2:33][CH2:32][CH2:31][CH2:30]1.C(O)(=O)C.C(O[BH-](OC(=O)C)OC(=O)C)(=O)C.[Na+]. (2) Given the product [Cl:1][C:2]1[C:3]([O:12][C:13]2[CH:20]=[C:19]([O:21][CH2:22][CH2:23][O:24][CH3:25])[CH:18]=[CH:17][C:14]=2/[CH:32]=[C:28](\[CH2:26][CH3:27])/[C:29]([OH:31])=[O:30])=[N:4][CH:5]=[C:6]([C:8]([F:10])([F:9])[F:11])[CH:7]=1, predict the reactants needed to synthesize it. The reactants are: [Cl:1][C:2]1[C:3]([O:12][C:13]2[CH:20]=[C:19]([O:21][CH2:22][CH2:23][O:24][CH3:25])[CH:18]=[CH:17][C:14]=2C=O)=[N:4][CH:5]=[C:6]([C:8]([F:11])([F:10])[F:9])[CH:7]=1.[CH2:26]([CH:28]([C:32](O)=O)[C:29]([OH:31])=[O:30])[CH3:27].N1CCCC1.Cl. (3) Given the product [CH3:1][C:2]1[O:3][C:4]2[C:10]([C:11]3[O:15][C:14]([C:16]4[N:20]([C:21]5[CH:22]=[C:23]([CH:38]=[CH:39][CH:40]=5)[CH2:24][NH:25][C:26](=[O:37])[C@@H:27]([NH2:29])[CH3:28])[N:19]=[C:18]([C:41]([F:43])([F:44])[F:42])[CH:17]=4)=[N:13][N:12]=3)=[CH:9][CH:8]=[CH:7][C:5]=2[N:6]=1, predict the reactants needed to synthesize it. The reactants are: [CH3:1][C:2]1[O:3][C:4]2[C:10]([C:11]3[O:15][C:14]([C:16]4[N:20]([C:21]5[CH:22]=[C:23]([CH:38]=[CH:39][CH:40]=5)[CH2:24][NH:25][C:26](=[O:37])[C@@H:27]([NH:29]C(=O)OC(C)(C)C)[CH3:28])[N:19]=[C:18]([C:41]([F:44])([F:43])[F:42])[CH:17]=4)=[N:13][N:12]=3)=[CH:9][CH:8]=[CH:7][C:5]=2[N:6]=1.FC(F)(F)C(O)=O.